Dataset: Reaction yield outcomes from USPTO patents with 853,638 reactions. Task: Predict the reaction yield, written as a fraction of the theoretical maximum amount of product (1.0 means a 100% yield; for example, 0.34 means a 34% yield). (1) The reactants are Br[CH2:2][CH2:3][CH2:4][CH2:5][N:6]1[C:10](=[O:11])[C:9]2=[CH:12][CH:13]=[CH:14][CH:15]=[C:8]2[C:7]1=[O:16].[C:17]([NH:24][OH:25])([O:19][C:20]([CH3:23])([CH3:22])[CH3:21])=[O:18].C1CCN2C(=NCCC2)CC1.Cl. The catalyst is O.CC#N. The product is [C:20]([O:19][C:17]([NH:24][O:25][CH2:2][CH2:3][CH2:4][CH2:5][N:6]1[C:10](=[O:11])[C:9]2=[CH:12][CH:13]=[CH:14][CH:15]=[C:8]2[C:7]1=[O:16])=[O:18])([CH3:23])([CH3:22])[CH3:21]. The yield is 0.800. (2) The product is [CH3:1][C:2]1[N:3]([C:7]2[CH:12]=[CH:11][C:10]([NH2:13])=[CH:9][CH:8]=2)[CH:4]=[CH:5][N:6]=1. The yield is 0.920. The reactants are [CH3:1][C:2]1[N:3]([C:7]2[CH:12]=[CH:11][C:10]([N+:13]([O-])=O)=[CH:9][CH:8]=2)[CH:4]=[CH:5][N:6]=1. The catalyst is CO.[Pd].